Dataset: Full USPTO retrosynthesis dataset with 1.9M reactions from patents (1976-2016). Task: Predict the reactants needed to synthesize the given product. (1) Given the product [O:6]1[CH2:7][CH2:3][CH:4](/[CH:13]=[CH:10]/[C:9]([O:8][CH2:12][CH3:11])=[O:19])[CH2:5]1, predict the reactants needed to synthesize it. The reactants are: [H-].[Na+].[CH2:3]1[CH2:7][O:6][CH2:5][CH2:4]1.[O:8]1[CH2:12][CH2:11][CH:10]([CH:13]=O)[CH2:9]1.CN(C=[O:19])C. (2) Given the product [Cl:1][C:2]1[CH:7]=[CH:6][C:5]([NH2:8])=[CH:4][C:3]=1[O:11][CH3:12], predict the reactants needed to synthesize it. The reactants are: [Cl:1][C:2]1[CH:7]=[CH:6][C:5]([N+:8]([O-])=O)=[CH:4][C:3]=1[O:11][CH3:12]. (3) Given the product [CH2:1]([O:3][C:4]([C:6]1[N:7]([C:16]2[CH:21]=[CH:20][C:19]([O:22][CH:23]([CH3:24])[CH3:25])=[CH:18][CH:17]=2)[C:8]2[C:13]([CH:14]=1)=[CH:12][CH:11]=[C:10]([O:15][C:29]1[CH:30]=[CH:31][CH:32]=[C:27]([Cl:26])[N:28]=1)[CH:9]=2)=[O:5])[CH3:2], predict the reactants needed to synthesize it. The reactants are: [CH2:1]([O:3][C:4]([C:6]1[N:7]([C:16]2[CH:21]=[CH:20][C:19]([O:22][CH:23]([CH3:25])[CH3:24])=[CH:18][CH:17]=2)[C:8]2[C:13]([CH:14]=1)=[CH:12][CH:11]=[C:10]([OH:15])[CH:9]=2)=[O:5])[CH3:2].[Cl:26][C:27]1[CH:32]=[CH:31][CH:30]=[C:29](Cl)[N:28]=1.C([O-])([O-])=O.[K+].[K+].CN(C=O)C. (4) Given the product [C:33]([O:32][C:30]([NH:29][CH:5]([CH2:6][C:7]1[C:15]2[C:10](=[CH:11][C:12]([C:16]3[CH:17]=[CH:18][C:19]([O:22][C:23]4[CH:28]=[CH:27][CH:26]=[CH:25][CH:24]=4)=[CH:20][CH:21]=3)=[CH:13][CH:14]=2)[NH:9][CH:8]=1)[C:4]([OH:37])=[O:3])=[O:31])([CH3:36])([CH3:34])[CH3:35], predict the reactants needed to synthesize it. The reactants are: C([O:3][C:4](=[O:37])[CH:5]([NH:29][C:30]([O:32][C:33]([CH3:36])([CH3:35])[CH3:34])=[O:31])[CH2:6][C:7]1[C:15]2[C:10](=[CH:11][C:12]([C:16]3[CH:21]=[CH:20][C:19]([O:22][C:23]4[CH:28]=[CH:27][CH:26]=[CH:25][CH:24]=4)=[CH:18][CH:17]=3)=[CH:13][CH:14]=2)[NH:9][CH:8]=1)C.[OH-].[Na+]. (5) Given the product [CH3:6][O:7][C:8]1[CH:9]=[C:10]([CH:15]=[CH:16][C:17]=1[O:18][CH3:19])[O:11][CH2:12][C:13]1[S:4][C:3]([NH2:5])=[N:2][N:1]=1, predict the reactants needed to synthesize it. The reactants are: [NH2:1][NH:2][C:3]([NH2:5])=[S:4].[CH3:6][O:7][C:8]1[CH:9]=[C:10]([CH:15]=[CH:16][C:17]=1[O:18][CH3:19])[O:11][CH2:12][C:13]#N.N. (6) The reactants are: Cl[C:2]1[C:11]2[C:6](=[C:7]([O:14][CH3:15])[C:8]([O:12][CH3:13])=[CH:9][CH:10]=2)[N:5]=[CH:4][N:3]=1.[O:16]1[CH2:20][CH2:19][CH:18]([NH2:21])[CH2:17]1.CCN(C(C)C)C(C)C. Given the product [CH3:13][O:12][C:8]1[C:7]([O:14][CH3:15])=[C:6]2[C:11]([C:2]([NH:21][CH:18]3[CH2:19][CH2:20][O:16][CH2:17]3)=[N:3][CH:4]=[N:5]2)=[CH:10][CH:9]=1, predict the reactants needed to synthesize it.